This data is from Full USPTO retrosynthesis dataset with 1.9M reactions from patents (1976-2016). The task is: Predict the reactants needed to synthesize the given product. Given the product [CH3:30][O:29][C:26]1[CH:25]=[CH:24][C:23]([CH2:22][N:16]2[CH:15]=[CH:14][C:13]3[C:18](=[CH:19][CH:20]=[C:11]([O:9][C@H:6]4[CH2:7][CH2:8][C@H:4]([NH2:3])[CH2:5]4)[CH:12]=3)[C:17]2=[O:21])=[CH:28][CH:27]=1, predict the reactants needed to synthesize it. The reactants are: [H-].[Na+].[NH2:3][C@H:4]1[CH2:8][CH2:7][C@H:6]([OH:9])[CH2:5]1.F[C:11]1[CH:12]=[C:13]2[C:18](=[CH:19][CH:20]=1)[C:17](=[O:21])[N:16]([CH2:22][C:23]1[CH:28]=[CH:27][C:26]([O:29][CH3:30])=[CH:25][CH:24]=1)[CH:15]=[CH:14]2.O.